This data is from Peptide-MHC class I binding affinity with 185,985 pairs from IEDB/IMGT. The task is: Regression. Given a peptide amino acid sequence and an MHC pseudo amino acid sequence, predict their binding affinity value. This is MHC class I binding data. (1) The peptide sequence is AMYVAIQAV. The MHC is HLA-A02:01 with pseudo-sequence HLA-A02:01. The binding affinity (normalized) is 0.904. (2) The peptide sequence is TEMYIMYAM. The MHC is HLA-B57:01 with pseudo-sequence HLA-B57:01. The binding affinity (normalized) is 0.213. (3) The peptide sequence is SMFERDFHF. The MHC is HLA-A32:15 with pseudo-sequence HLA-A32:15. The binding affinity (normalized) is 0.680.